This data is from Full USPTO retrosynthesis dataset with 1.9M reactions from patents (1976-2016). The task is: Predict the reactants needed to synthesize the given product. (1) Given the product [Br:34][CH2:20][C:13]1[NH:12][C:11]([C:21]2[CH:22]=[N:23][CH:24]=[CH:25][CH:26]=2)=[N:10][CH:9]([C:3]2[CH:4]=[CH:5][C:6]([F:8])=[CH:7][C:2]=2[Cl:1])[C:14]=1[C:15]([O:17][CH2:18][CH3:19])=[O:16], predict the reactants needed to synthesize it. The reactants are: [Cl:1][C:2]1[CH:7]=[C:6]([F:8])[CH:5]=[CH:4][C:3]=1[CH:9]1[C:14]([C:15]([O:17][CH2:18][CH3:19])=[O:16])=[C:13]([CH3:20])[NH:12][C:11]([C:21]2[CH:22]=[N:23][CH:24]=[CH:25][CH:26]=2)=[N:10]1.C1C(=O)N([Br:34])C(=O)C1. (2) The reactants are: [Br:1][CH2:2][C:3]1[CH:4]=[C:5]([CH:17]=[C:18]([CH2:20][Br:21])[N:19]=1)[C:6]([NH:8][CH2:9][CH2:10][CH2:11][CH2:12][CH2:13][C:14]([OH:16])=[O:15])=[O:7].[CH:22]1[C:27]([N+:28]([O-:30])=[O:29])=[CH:26][CH:25]=[C:24](O)[CH:23]=1.C1CCC(N=C=NC2CCCCC2)CC1. Given the product [Br:1][CH2:2][C:3]1[CH:4]=[C:5]([CH:17]=[C:18]([CH2:20][Br:21])[N:19]=1)[C:6]([NH:8][CH2:9][CH2:10][CH2:11][CH2:12][CH2:13][C:14]([O:16][C:24]1[CH:23]=[CH:22][C:27]([N+:28]([O-:30])=[O:29])=[CH:26][CH:25]=1)=[O:15])=[O:7], predict the reactants needed to synthesize it. (3) Given the product [Cl:43][C:44]1[N:45]=[C:46]2[C:51](=[CH:52][CH:53]=1)[N:50]=[CH:49][C:48]([N:54]1[CH2:59][CH2:58][N:57]([C:10](=[O:12])[C:9]([NH:8][C:6](=[O:7])[O:5][C:1]([CH3:2])([CH3:3])[CH3:4])([CH3:14])[CH3:13])[CH2:56][CH2:55]1)=[CH:47]2, predict the reactants needed to synthesize it. The reactants are: [C:1]([O:5][C:6]([NH:8][C:9]([CH3:14])([CH3:13])[C:10]([OH:12])=O)=[O:7])([CH3:4])([CH3:3])[CH3:2].C(N(CC)CC)C.C1C=CC2N(O)N=NC=2C=1.CCN=C=NCCCN(C)C.[Cl:43][C:44]1[CH:53]=[CH:52][C:51]2[C:46](=[CH:47][C:48]([N:54]3[CH2:59][CH2:58][NH:57][CH2:56][CH2:55]3)=[CH:49][N:50]=2)[N:45]=1.